Dataset: Full USPTO retrosynthesis dataset with 1.9M reactions from patents (1976-2016). Task: Predict the reactants needed to synthesize the given product. (1) Given the product [CH3:15][O:5][C:4](=[O:6])[C:3]1[CH:7]=[CH:8][CH:9]=[CH:10][C:2]=1[Br:1], predict the reactants needed to synthesize it. The reactants are: [Br:1][C:2]1[CH:10]=[CH:9][CH:8]=[CH:7][C:3]=1[C:4]([OH:6])=[O:5].S(Cl)(Cl)=O.[CH3:15]O. (2) Given the product [CH2:1]([O:8][C:9]1[CH:14]=[CH:13][N:12]([C:15]2[CH:16]=[CH:17][C:18]3[C:19]4[CH2:28][N:27]([C:32](=[O:33])[CH2:31][Cl:30])[CH2:26][CH2:25][C:20]=4[N:21]([CH3:24])[C:22]=3[CH:23]=2)[C:11](=[O:29])[CH:10]=1)[C:2]1[CH:3]=[CH:4][CH:5]=[CH:6][CH:7]=1, predict the reactants needed to synthesize it. The reactants are: [CH2:1]([O:8][C:9]1[CH:14]=[CH:13][N:12]([C:15]2[CH:16]=[CH:17][C:18]3[C:19]4[CH2:28][NH:27][CH2:26][CH2:25][C:20]=4[N:21]([CH3:24])[C:22]=3[CH:23]=2)[C:11](=[O:29])[CH:10]=1)[C:2]1[CH:7]=[CH:6][CH:5]=[CH:4][CH:3]=1.[Cl:30][CH2:31][C:32](Cl)=[O:33].